This data is from Full USPTO retrosynthesis dataset with 1.9M reactions from patents (1976-2016). The task is: Predict the reactants needed to synthesize the given product. (1) Given the product [N+:7]([C:10]1[CH:11]=[C:12]([C:16]([F:17])([F:18])[F:19])[CH:13]=[CH:14][C:15]=1[CH2:21][C:22]([O:24][C:25]([CH3:28])([CH3:27])[CH3:26])=[O:23])([O-:9])=[O:8], predict the reactants needed to synthesize it. The reactants are: [K].CC(C)([O-])C.[N+:7]([C:10]1[CH:11]=[C:12]([C:16]([F:19])([F:18])[F:17])[CH:13]=[CH:14][CH:15]=1)([O-:9])=[O:8].Cl[CH2:21][C:22]([O:24][C:25]([CH3:28])([CH3:27])[CH3:26])=[O:23]. (2) Given the product [O:4]=[C:3]1[N:5]([CH:6]([CH2:10][CH3:11])[C:7]([OH:9])=[O:8])[C:21](=[S:22])[NH:1][CH2:2]1, predict the reactants needed to synthesize it. The reactants are: [NH2:1][CH2:2][C:3]([NH:5][CH:6]([CH2:10][CH3:11])[C:7]([OH:9])=[O:8])=[O:4].CCN(C(C)C)C(C)C.[C:21](N1C=CN=C1)(N1C=CN=C1)=[S:22]. (3) Given the product [N+:33]([C:30]1[CH:29]=[CH:28][C:27]([O:26][C:24]([N:5]2[CH2:6][CH2:7][CH2:8][C:2]([CH3:16])([CH3:1])[C:3]3[CH:12]=[CH:11][C:10]([N+:13]([O-:15])=[O:14])=[CH:9][C:4]2=3)=[O:25])=[CH:32][CH:31]=1)([O-:35])=[O:34], predict the reactants needed to synthesize it. The reactants are: [CH3:1][C:2]1([CH3:16])[CH2:8][CH2:7][CH2:6][NH:5][C:4]2[CH:9]=[C:10]([N+:13]([O-:15])=[O:14])[CH:11]=[CH:12][C:3]1=2.N1C=CC=CC=1.Cl[C:24]([O:26][C:27]1[CH:32]=[CH:31][C:30]([N+:33]([O-:35])=[O:34])=[CH:29][CH:28]=1)=[O:25]. (4) The reactants are: [F:1][C:2]1([F:36])[CH2:5][CH:4]([CH2:6][O:7][C:8]2[CH:35]=[CH:34][C:11]3[N:12]=[C:13]([C:15]4[N:20]=[CH:19][C:18]([O:21][CH2:22][C@@H:23]([NH:25]C(=O)OC(C)(C)C)[CH3:24])=[CH:17][C:16]=4[F:33])[O:14][C:10]=3[CH:9]=2)[CH2:3]1.Cl.[C:38](OCC)(=[O:40])[CH3:39]. Given the product [F:36][C:2]1([F:1])[CH2:5][CH:4]([CH2:6][O:7][C:8]2[CH:35]=[CH:34][C:11]3[N:12]=[C:13]([C:15]4[N:20]=[CH:19][C:18]([O:21][CH2:22][C@@H:23]([NH:25][C:38](=[O:40])[CH3:39])[CH3:24])=[CH:17][C:16]=4[F:33])[O:14][C:10]=3[CH:9]=2)[CH2:3]1, predict the reactants needed to synthesize it. (5) The reactants are: C(Cl)Cl.[CH:4]([C:7]1[CH:15]=[CH:14][C:10]([C:11]([OH:13])=[O:12])=[C:9]([O:16][CH2:17][O:18][CH3:19])[CH:8]=1)([CH3:6])[CH3:5].CO.[CH3:22][Si](C=[N+]=[N-])(C)C. Given the product [CH:4]([C:7]1[CH:15]=[CH:14][C:10]([C:11]([O:13][CH3:22])=[O:12])=[C:9]([O:16][CH2:17][O:18][CH3:19])[CH:8]=1)([CH3:6])[CH3:5], predict the reactants needed to synthesize it. (6) The reactants are: [Br:1][C:2]1[C:3]([CH:8]([NH:19]S(C(C)(C)C)=O)[C:9]2[CH:14]=[CH:13][C:12]([C:15]([F:18])([F:17])[F:16])=[CH:11][CH:10]=2)=[N:4][CH:5]=[CH:6][CH:7]=1.Cl.O1CCOCC1.CCN(C(C)C)C(C)C.[C:42](O[C:42]([O:44][C:45]([CH3:48])([CH3:47])[CH3:46])=[O:43])([O:44][C:45]([CH3:48])([CH3:47])[CH3:46])=[O:43]. Given the product [C:45]([O:44][C:42](=[O:43])[NH:19][C@H:8]([C:3]1[C:2]([Br:1])=[CH:7][CH:6]=[CH:5][N:4]=1)[C:9]1[CH:10]=[CH:11][C:12]([C:15]([F:16])([F:17])[F:18])=[CH:13][CH:14]=1)([CH3:48])([CH3:47])[CH3:46], predict the reactants needed to synthesize it.